This data is from Full USPTO retrosynthesis dataset with 1.9M reactions from patents (1976-2016). The task is: Predict the reactants needed to synthesize the given product. (1) Given the product [NH2:6][C:5]1[C:4]([N+:10]([O-:12])=[O:11])=[CH:3][C:2]([C:18]2[CH:19]=[CH:20][C:15]([C:13]#[N:14])=[CH:16][CH:17]=2)=[C:8]([F:9])[CH:7]=1, predict the reactants needed to synthesize it. The reactants are: Br[C:2]1[C:8]([F:9])=[CH:7][C:5]([NH2:6])=[C:4]([N+:10]([O-:12])=[O:11])[CH:3]=1.[C:13]([C:15]1[CH:20]=[CH:19][C:18](B(O)O)=[CH:17][CH:16]=1)#[N:14].C(=O)([O-])[O-].[Na+].[Na+]. (2) Given the product [C:1]([O:5][C:6]1[CH:11]=[N:10][CH:9]=[C:8]([CH:13]=[CH2:14])[N:7]=1)([CH3:4])([CH3:3])[CH3:2], predict the reactants needed to synthesize it. The reactants are: [C:1]([O:5][C:6]1[CH:11]=[N:10][CH:9]=[C:8](Cl)[N:7]=1)([CH3:4])([CH3:3])[CH3:2].[CH2:13]([Sn](CCCC)(CCCC)C=C)[CH2:14]CC.C(OCC)(=O)C.